This data is from Reaction yield outcomes from USPTO patents with 853,638 reactions. The task is: Predict the reaction yield, written as a fraction of the theoretical maximum amount of product (1.0 means a 100% yield; for example, 0.34 means a 34% yield). The reactants are [NH2:1][C:2]1[CH:7]=[CH:6][C:5]([Cl:8])=[CH:4][C:3]=1[C:9]([C:11]1[CH:16]=[CH:15][CH:14]=[C:13]([Cl:17])[CH:12]=1)=O.[CH:18]1([C:21](=O)[CH2:22][C:23]([O:25][CH3:26])=[O:24])[CH2:20][CH2:19]1.[O-]S(C(F)(F)F)(=O)=O.[Yb+3].[O-]S(C(F)(F)F)(=O)=O.[O-]S(C(F)(F)F)(=O)=O. The catalyst is C(O)C. The product is [CH3:26][O:25][C:23]([C:22]1[C:21]([CH:18]2[CH2:20][CH2:19]2)=[N:1][C:2]2[C:3]([C:9]=1[C:11]1[CH:16]=[CH:15][CH:14]=[C:13]([Cl:17])[CH:12]=1)=[CH:4][C:5]([Cl:8])=[CH:6][CH:7]=2)=[O:24]. The yield is 0.430.